This data is from Reaction yield outcomes from USPTO patents with 853,638 reactions. The task is: Predict the reaction yield, written as a fraction of the theoretical maximum amount of product (1.0 means a 100% yield; for example, 0.34 means a 34% yield). (1) The reactants are [C:1]([O:5][C:6]([N:8]1[CH2:13][CH2:12][C:11]2[N:14]([CH2:21][C:22]3[CH:27]=[CH:26][C:25]([O:28][CH3:29])=[CH:24][CH:23]=3)[N:15]=[C:16]([CH:17]=[CH:18][CH2:19][CH3:20])[C:10]=2[CH2:9]1)=[O:7])([CH3:4])([CH3:3])[CH3:2]. The catalyst is CO.[Pd]. The product is [C:1]([O:5][C:6]([N:8]1[CH2:13][CH2:12][C:11]2[N:14]([CH2:21][C:22]3[CH:23]=[CH:24][C:25]([O:28][CH3:29])=[CH:26][CH:27]=3)[N:15]=[C:16]([CH2:17][CH2:18][CH2:19][CH3:20])[C:10]=2[CH2:9]1)=[O:7])([CH3:2])([CH3:3])[CH3:4]. The yield is 0.895. (2) The reactants are C([N:8]1[CH2:12][C@@H:11]([OH:13])[C@H:10]([OH:14])[CH2:9]1)C1C=CC=CC=1.[C:23](O[C:23]([O:25][C:26]([CH3:29])([CH3:28])[CH3:27])=[O:24])([O:25][C:26]([CH3:29])([CH3:28])[CH3:27])=[O:24]. The catalyst is C(OCC)(=O)C.[OH-].[OH-].[Pd+2]. The product is [C:26]([O:25][C:23]([N:8]1[CH2:12][C@@H:11]([OH:13])[C@H:10]([OH:14])[CH2:9]1)=[O:24])([CH3:27])([CH3:28])[CH3:29]. The yield is 0.480. (3) The product is [CH2:1]([O:3][CH:4]([O:14][CH2:15][CH3:16])[CH2:5][O:6][C:7]1[CH:8]=[CH:9][C:10]([O:40][C:37]2[CH:38]=[C:39]3[C:34](=[CH:35][CH:36]=2)[N:33]=[CH:32][N:31]=[C:30]3[NH:29][C:27]2[S:26][N:25]=[C:24]([CH3:23])[N:28]=2)=[N:11][CH:12]=1)[CH3:2]. The reactants are [CH2:1]([O:3][CH:4]([O:14][CH2:15][CH3:16])[CH2:5][O:6][C:7]1[CH:8]=[CH:9][C:10](F)=[N:11][CH:12]=1)[CH3:2].CC(C)([O-])C.[K+].[CH3:23][C:24]1[N:28]=[C:27]([NH:29][C:30]2[C:39]3[C:34](=[CH:35][CH:36]=[C:37]([OH:40])[CH:38]=3)[N:33]=[CH:32][N:31]=2)[S:26][N:25]=1.[Cl-].[NH4+]. The yield is 0.400. The catalyst is CN(C)C(=O)C. (4) The reactants are [CH3:1][O:2][C:3]1[CH:8]=[CH:7][C:6](B(O)O)=[CH:5][CH:4]=1.C([O-])([O-])=O.[Na+].[Na+].I[C:19]1[CH:20]=[CH:21][C:22](C)=[C:23](O)[CH:24]=1.COCCOC. The catalyst is CCOC(C)=O.C1C=CC([P]([Pd]([P](C2C=CC=CC=2)(C2C=CC=CC=2)C2C=CC=CC=2)([P](C2C=CC=CC=2)(C2C=CC=CC=2)C2C=CC=CC=2)[P](C2C=CC=CC=2)(C2C=CC=CC=2)C2C=CC=CC=2)(C2C=CC=CC=2)C2C=CC=CC=2)=CC=1. The product is [CH3:1][O:2][C:3]1[CH:8]=[CH:7][C:6]([C:19]2[CH:20]=[CH:21][CH:22]=[CH:23][CH:24]=2)=[CH:5][CH:4]=1. The yield is 0.360.